From a dataset of Forward reaction prediction with 1.9M reactions from USPTO patents (1976-2016). Predict the product of the given reaction. (1) Given the reactants [C:1]([O:4][C@@H:5]([CH2:8][O:9][C:10]1[CH:15]=[CH:14][C:13]([C:16]([C:19]2[CH:24]=[CH:23][C:22]([O:25][CH2:26][C@H:27]3[CH2:31][O:30]C(C)(C)[O:28]3)=[CH:21][CH:20]=2)([CH3:18])[CH3:17])=[CH:12][CH:11]=1)[CH2:6][Cl:7])(=[O:3])[CH3:2].[O-]S(C(F)(F)F)(=O)=O.[Bi+3].[O-]S(C(F)(F)F)(=O)=O.[O-]S(C(F)(F)F)(=O)=O, predict the reaction product. The product is: [C:1]([O:4][C@@H:5]([CH2:8][O:9][C:10]1[CH:15]=[CH:14][C:13]([C:16]([C:19]2[CH:24]=[CH:23][C:22]([O:25][CH2:26][C@H:27]([OH:28])[CH2:31][OH:30])=[CH:21][CH:20]=2)([CH3:18])[CH3:17])=[CH:12][CH:11]=1)[CH2:6][Cl:7])(=[O:3])[CH3:2]. (2) Given the reactants C[O:2][C:3](=[O:25])[C:4]1[CH:9]=[CH:8][C:7]([CH:10]([O:17][C:18]2[CH:23]=[CH:22][C:21]([Br:24])=[CH:20][CH:19]=2)[CH2:11][CH2:12][CH2:13][CH2:14][CH2:15][CH3:16])=[CH:6][CH:5]=1.[OH-].[Na+], predict the reaction product. The product is: [Br:24][C:21]1[CH:20]=[CH:19][C:18]([O:17][CH:10]([C:7]2[CH:6]=[CH:5][C:4]([C:3]([OH:25])=[O:2])=[CH:9][CH:8]=2)[CH2:11][CH2:12][CH2:13][CH2:14][CH2:15][CH3:16])=[CH:23][CH:22]=1.